Dataset: Reaction yield outcomes from USPTO patents with 853,638 reactions. Task: Predict the reaction yield, written as a fraction of the theoretical maximum amount of product (1.0 means a 100% yield; for example, 0.34 means a 34% yield). (1) The reactants are [NH:1]1[C:5]2=[N+:6]([O-])[CH:7]=[CH:8][CH:9]=[C:4]2[CH:3]=[CH:2]1.CS([Cl:15])(=O)=O.[OH-].[Na+]. The catalyst is CN(C)C=O.O. The product is [Cl:15][C:9]1[CH:8]=[CH:7][N:6]=[C:5]2[NH:1][CH:2]=[CH:3][C:4]=12. The yield is 0.830. (2) The reactants are [C:1]([C:4]1[C:22](=[O:23])[C@@:8]2([CH3:24])[C:9]3[C:15]([OH:16])=[CH:14][C:13]([O:17][CH3:18])=[C:12]([C:19]([NH2:21])=[O:20])[C:10]=3[O:11][C:7]2=[CH:6][C:5]=1[OH:25])(=[O:3])[CH3:2].[F:26][C:27]1[CH:36]=[CH:35][CH:34]=[C:33]2[C:28]=1[CH:29]=[CH:30][C:31]([CH3:39])=[C:32]2[CH:37]=O.C([SiH](CC)CC)C.FC(F)(F)C(O)=O. The catalyst is C(#N)C. The product is [C:1]([C:4]1[C:22](=[O:23])[C@@:8]2([CH3:24])[C:9]3[C:15]([OH:16])=[CH:14][C:13]([O:17][CH3:18])=[C:12]([C:19]([NH:21][CH2:37][C:32]4[C:33]5[C:28](=[C:27]([F:26])[CH:36]=[CH:35][CH:34]=5)[CH:29]=[CH:30][C:31]=4[CH3:39])=[O:20])[C:10]=3[O:11][C:7]2=[CH:6][C:5]=1[OH:25])(=[O:3])[CH3:2]. The yield is 0.810. (3) The reactants are [BH4-].[Na+].O.[CH3:4][O:5][C:6]([C:8]1[S:9][C:10]([C:21]#[C:22][C:23]([CH3:26])([CH3:25])[CH3:24])=[CH:11][C:12]=1[NH:13][CH:14]1[CH2:19][CH2:18][C:17](=[O:20])[CH2:16][CH2:15]1)=[O:7].Cl. The catalyst is C1COCC1. The product is [CH3:4][O:5][C:6]([C:8]1[S:9][C:10]([C:21]#[C:22][C:23]([CH3:26])([CH3:25])[CH3:24])=[CH:11][C:12]=1[NH:13][C@H:14]1[CH2:19][CH2:18][C@H:17]([OH:20])[CH2:16][CH2:15]1)=[O:7]. The yield is 0.880. (4) The reactants are [CH3:1][S:2]([C:5]1[CH:10]=[CH:9][C:8]([C:11]2[CH:16]=[CH:15][C:14]([OH:17])=[C:13](O)[CH:12]=2)=[CH:7][CH:6]=1)(=[O:4])=[O:3].[C:19](=[O:22])([O-])[O-].[K+].[K+].[CH2:25](Br)[C:26]1[CH:31]=[CH:30][CH:29]=[CH:28][CH:27]=1. The catalyst is CC(CC)=O.[I-].C([N+](CCCC)(CCCC)CCCC)CCC. The product is [CH3:1][S:2]([C:5]1[CH:10]=[CH:9][C:8]([C:11]2[CH:16]=[CH:15][C:14]([O:17][CH2:25][C:26]3[CH:31]=[CH:30][CH:29]=[CH:28][CH:27]=3)=[C:13]([O:22][CH2:19][C:5]3[CH:10]=[CH:9][CH:8]=[CH:7][CH:6]=3)[CH:12]=2)=[CH:7][CH:6]=1)(=[O:4])=[O:3]. The yield is 0.850. (5) The reactants are [CH:1]([C:3]1[CH:4]=[CH:5][C:6]([N:11]2[CH:15]=[N:14][C:13]([N+:16]([O-:18])=[O:17])=[N:12]2)=[C:7]([CH:10]=1)[C:8]#[N:9])=O.[C:19]([O-])([O-])=O.[K+].[K+]. The catalyst is O1CCOCC1.[Br-].C[P+](C1C=CC=CC=1)(C1C=CC=CC=1)C1C=CC=CC=1. The product is [N+:16]([C:13]1[N:14]=[CH:15][N:11]([C:6]2[CH:5]=[CH:4][C:3]([CH:1]=[CH2:19])=[CH:10][C:7]=2[C:8]#[N:9])[N:12]=1)([O-:18])=[O:17]. The yield is 0.700. (6) The reactants are [CH3:1][O:2][C:3](=[O:31])[CH:4]([C:9]1[CH:14]=[C:13]([O:15][S:16]([C:19]([F:22])([F:21])[F:20])(=[O:18])=[O:17])[CH:12]=[C:11](OCC2C=CC=CC=2)[CH:10]=1)[CH2:5][C:6]([CH3:8])=[CH2:7].[Cl:32][C:33]1[C:38]([C:39]([F:42])([F:41])[F:40])=[CH:37][C:36](B(O)O)=[CH:35][CH:34]=1. No catalyst specified. The product is [CH3:1][O:2][C:3](=[O:31])[CH:4]([C:9]1[CH:10]=[C:11]([C:36]2[CH:35]=[CH:34][C:33]([Cl:32])=[C:38]([C:39]([F:42])([F:41])[F:40])[CH:37]=2)[CH:12]=[C:13]([O:15][S:16]([C:19]([F:22])([F:20])[F:21])(=[O:17])=[O:18])[CH:14]=1)[CH2:5][CH:6]([CH3:7])[CH3:8]. The yield is 0.700. (7) The reactants are [Cl:1][C:2]1[N:3]=[C:4]([N:12]2[CH2:17][CH2:16][O:15][CH2:14][CH2:13]2)[C:5]2[S:10][C:9](I)=[CH:8][C:6]=2[N:7]=1.[CH3:18][NH:19][C:20]([C:22]1[CH:23]=[C:24](B(O)O)[CH:25]=[CH:26][CH:27]=1)=[O:21]. The catalyst is C([O-])([O-])=O.[Na+].[Na+].C(#N)C.Cl[Pd](Cl)([P](C1C=CC=CC=1)(C1C=CC=CC=1)C1C=CC=CC=1)[P](C1C=CC=CC=1)(C1C=CC=CC=1)C1C=CC=CC=1. The product is [Cl:1][C:2]1[N:3]=[C:4]([N:12]2[CH2:17][CH2:16][O:15][CH2:14][CH2:13]2)[C:5]2[S:10][C:9]([C:26]3[CH:27]=[C:22]([CH:23]=[CH:24][CH:25]=3)[C:20]([NH:19][CH3:18])=[O:21])=[CH:8][C:6]=2[N:7]=1. The yield is 0.730. (8) The reactants are [NH2:1][CH:2]1[CH2:7][CH2:6][N:5]([C:8]([O:10][C:11]([CH3:14])([CH3:13])[CH3:12])=[O:9])[CH2:4][CH2:3]1.[F:15][C:16]([F:41])([F:40])[C:17]1[CH:22]=[CH:21][C:20]([N:23]2[CH2:28][CH2:27][CH:26]([O:29][C:30]3[CH:31]=[C:32]4[C:36](=[CH:37][CH:38]=3)[C:35](=O)[CH2:34][CH2:33]4)[CH2:25][CH2:24]2)=[CH:19][CH:18]=1.[BH4-].[Na+]. The catalyst is CC(C)[O-].[Ti+4].CC(C)[O-].CC(C)[O-].CC(C)[O-].CO. The product is [F:41][C:16]([F:15])([F:40])[C:17]1[CH:18]=[CH:19][C:20]([N:23]2[CH2:24][CH2:25][CH:26]([O:29][C:30]3[CH:31]=[C:32]4[C:36](=[CH:37][CH:38]=3)[CH:35]([NH:1][CH:2]3[CH2:3][CH2:4][N:5]([C:8]([O:10][C:11]([CH3:14])([CH3:13])[CH3:12])=[O:9])[CH2:6][CH2:7]3)[CH2:34][CH2:33]4)[CH2:27][CH2:28]2)=[CH:21][CH:22]=1. The yield is 0.650.